This data is from Reaction yield outcomes from USPTO patents with 853,638 reactions. The task is: Predict the reaction yield, written as a fraction of the theoretical maximum amount of product (1.0 means a 100% yield; for example, 0.34 means a 34% yield). The reactants are [F:1][C:2]1([F:59])[CH2:7][CH2:6][CH:5]([C:8]2[C:17]3[CH:16]([O:18]CC4C=CC(OC)=CC=4)[CH2:15][C:14]([CH3:29])([CH3:28])[CH2:13][C:12]=3[N:11]=[C:10]([CH:30]3[CH2:35][CH2:34][N:33]([C:36]4[N:41]=[CH:40][C:39]([CH:42](O)[CH:43]([CH3:45])[CH3:44])=[CH:38][N:37]=4)[CH2:32][CH2:31]3)[C:9]=2[CH:47]([F:58])[C:48]2[CH:53]=[CH:52][C:51]([C:54]([F:57])([F:56])[F:55])=[CH:50][CH:49]=2)[CH2:4][CH2:3]1.C([SiH](CC)CC)C.FC(F)(F)C(O)=O.C(=O)([O-])O.[Na+]. The catalyst is ClCCl. The product is [F:59][C:2]1([F:1])[CH2:3][CH2:4][CH:5]([C:8]2[C:17]3[CH:16]([OH:18])[CH2:15][C:14]([CH3:29])([CH3:28])[CH2:13][C:12]=3[N:11]=[C:10]([CH:30]3[CH2:35][CH2:34][N:33]([C:36]4[N:41]=[CH:40][C:39]([CH2:42][CH:43]([CH3:44])[CH3:45])=[CH:38][N:37]=4)[CH2:32][CH2:31]3)[C:9]=2[CH:47]([F:58])[C:48]2[CH:49]=[CH:50][C:51]([C:54]([F:55])([F:57])[F:56])=[CH:52][CH:53]=2)[CH2:6][CH2:7]1. The yield is 0.270.